From a dataset of Full USPTO retrosynthesis dataset with 1.9M reactions from patents (1976-2016). Predict the reactants needed to synthesize the given product. (1) The reactants are: C([CH:3]([CH:7]1[C:15]2[C:10](=[CH:11][CH:12]=[C:13]([F:16])[CH:14]=2)[N:9]([C:17]([O:19][C:20]([CH3:23])([CH3:22])[CH3:21])=[O:18])[CH2:8]1)[C:4]([OH:6])=[O:5])C. Given the product [C:20]([O:19][C:17]([N:9]1[C:10]2[C:15](=[CH:14][C:13]([F:16])=[CH:12][CH:11]=2)[CH:7]([CH2:3][C:4]([OH:6])=[O:5])[CH2:8]1)=[O:18])([CH3:23])([CH3:21])[CH3:22], predict the reactants needed to synthesize it. (2) Given the product [C:19]([NH:18][C:10]1[O:11][C@H:12]([C:14]([F:17])([F:15])[F:16])[CH2:13][C@:8]([C:6]2[CH:7]=[C:2]([NH:1][C:45](=[O:46])[C:42]3[C:41]([CH3:48])=[CH:40][C:39]([Cl:38])=[CH:44][N:43]=3)[CH:3]=[CH:4][C:5]=2[F:28])([CH3:27])[N:9]=1)(=[O:26])[C:20]1[CH:21]=[CH:22][CH:23]=[CH:24][CH:25]=1, predict the reactants needed to synthesize it. The reactants are: [NH2:1][C:2]1[CH:3]=[CH:4][C:5]([F:28])=[C:6]([C@:8]2([CH3:27])[CH2:13][C@@H:12]([C:14]([F:17])([F:16])[F:15])[O:11][C:10]([NH:18][C:19](=[O:26])[C:20]3[CH:25]=[CH:24][CH:23]=[CH:22][CH:21]=3)=[N:9]2)[CH:7]=1.C(N(CC)C(C)C)(C)C.[Cl:38][C:39]1[CH:40]=[C:41]([CH3:48])[C:42]([C:45](O)=[O:46])=[N:43][CH:44]=1.CCCP1(OP(CCC)(=O)OP(CCC)(=O)O1)=O.C([O-])(O)=O.[Na+]. (3) Given the product [Cl:1][C:2]1[CH:7]=[N:6][C:5]([C:8]2[CH:9]=[C:10]([CH3:26])[C:11]([CH:15]3[C:16](=[O:25])[CH:17]([CH2:22][C:23]#[CH:24])[CH2:18][C:19]3=[O:20])=[C:12]([CH3:14])[CH:13]=2)=[N:4][CH:3]=1, predict the reactants needed to synthesize it. The reactants are: [Cl:1][C:2]1[CH:3]=[N:4][C:5]([C:8]2[CH:13]=[C:12]([CH3:14])[C:11]([C:15]3[C:16](=[O:25])[CH:17]([CH2:22][C:23]#[CH:24])[CH2:18][C:19]=3[O:20]C)=[C:10]([CH3:26])[CH:9]=2)=[N:6][CH:7]=1.Cl.